Dataset: Retrosynthesis with 50K atom-mapped reactions and 10 reaction types from USPTO. Task: Predict the reactants needed to synthesize the given product. (1) Given the product Clc1ccccc1C(c1ccccc1)(c1ccccc1)n1nnnc1-c1ccc(Br)cc1, predict the reactants needed to synthesize it. The reactants are: Brc1ccc(-c2nnn[nH]2)cc1.Clc1ccccc1C(Cl)(c1ccccc1)c1ccccc1. (2) Given the product CC(C)CN(C(=O)Nc1ccc(C(F)(F)F)cc1)c1ccc2nc(S)sc2c1, predict the reactants needed to synthesize it. The reactants are: CC(C)CNc1ccc2nc(S)sc2c1.O=C=Nc1ccc(C(F)(F)F)cc1. (3) Given the product CCCCCCCCc1ccc(CCI)cc1, predict the reactants needed to synthesize it. The reactants are: CCCCCCCC(=O)c1ccc(CCI)cc1. (4) Given the product Cc1ccc(OCCCN2CCC(=Cc3ccc4ccccc4n3)CC2)c2c1NC(=O)C2(C)C, predict the reactants needed to synthesize it. The reactants are: C(=C1CCNCC1)c1ccc2ccccc2n1.Cc1ccc(OCCCCl)c2c1NC(=O)C2(C)C. (5) Given the product COc1cc(F)ccc1-c1cc(N)ncn1, predict the reactants needed to synthesize it. The reactants are: COc1cc(F)ccc1B(O)O.Nc1cc(Cl)ncn1.